Dataset: Forward reaction prediction with 1.9M reactions from USPTO patents (1976-2016). Task: Predict the product of the given reaction. (1) The product is: [Cl:1][C:2]1[C:7]([Cl:8])=[C:6]([C:9]2[CH:10]=[CH:11][C:12]([O:15][CH3:16])=[CH:13][CH:14]=2)[N:5]=[C:4]([C:17]([OH:19])=[O:18])[CH:3]=1. Given the reactants [Cl:1][C:2]1[C:7]([Cl:8])=[C:6]([C:9]2[CH:14]=[CH:13][C:12]([O:15][CH3:16])=[CH:11][CH:10]=2)[N:5]=[C:4]([C:17]([O:19]C(C)C)=[O:18])[CH:3]=1.[OH-].[K+], predict the reaction product. (2) Given the reactants C([O:3][C:4](=[O:40])[C@@H:5]([O:38][CH3:39])[CH2:6][C:7]1[CH:12]=[CH:11][C:10]([O:13][CH2:14][CH2:15][CH2:16][O:17][C:18]2[CH:23]=[CH:22][C:21]([C:24]3[CH:29]=[CH:28][C:27]([O:30][Si](C(C)(C)C)(C)C)=[CH:26][CH:25]=3)=[CH:20][CH:19]=2)=[CH:9][CH:8]=1)C.[OH-].[Na+], predict the reaction product. The product is: [OH:30][C:27]1[CH:28]=[CH:29][C:24]([C:21]2[CH:20]=[CH:19][C:18]([O:17][CH2:16][CH2:15][CH2:14][O:13][C:10]3[CH:11]=[CH:12][C:7]([CH2:6][C@H:5]([O:38][CH3:39])[C:4]([OH:40])=[O:3])=[CH:8][CH:9]=3)=[CH:23][CH:22]=2)=[CH:25][CH:26]=1. (3) Given the reactants [CH2:1]([O:3][C:4](=[O:19])[C:5]([C:17]#[N:18])=[CH:6][C:7]1[C:16]2[C:11](=[CH:12][CH:13]=[CH:14][CH:15]=2)[CH:10]=[CH:9][CH:8]=1)[CH3:2].[CH3:20][O:21][C:22]1[CH:27]=[CH:26][CH:25]=[CH:24][C:23]=1[Mg]Br, predict the reaction product. The product is: [C:17]([CH:5]([CH:6]([C:23]1[CH:24]=[CH:25][CH:26]=[CH:27][C:22]=1[O:21][CH3:20])[C:7]1[C:16]2[C:11](=[CH:12][CH:13]=[CH:14][CH:15]=2)[CH:10]=[CH:9][CH:8]=1)[C:4]([O:3][CH2:1][CH3:2])=[O:19])#[N:18]. (4) The product is: [CH2:3]([C:10]1[N:18]([CH2:19][C:20]2[CH:25]=[CH:24][C:23]([C:26]([F:29])([F:28])[F:27])=[CH:22][CH:21]=2)[C:17]2[C:12](=[N:13][C:40]([C:39]([OH:1])=[O:41])=[N:15][C:16]=2[NH:30][C@@H:31]([CH:33]2[CH2:36][CH2:35][CH2:34]2)[CH3:32])[N:11]=1)[C:4]1[CH:9]=[CH:8][CH:7]=[CH:6][CH:5]=1. Given the reactants [OH-:1].[Na+].[CH2:3]([C:10]1[N:18]([CH2:19][C:20]2[CH:25]=[CH:24][C:23]([C:26]([F:29])([F:28])[F:27])=[CH:22][CH:21]=2)[C:17]2[C:12](=[N:13]C(C#N)=[N:15][C:16]=2[NH:30][C@@H:31]([CH:33]2[CH2:36][CH2:35][CH2:34]2)[CH3:32])[N:11]=1)[C:4]1[CH:9]=[CH:8][CH:7]=[CH:6][CH:5]=1.[CH2:39]([OH:41])[CH3:40], predict the reaction product.